Task: Predict which catalyst facilitates the given reaction.. Dataset: Catalyst prediction with 721,799 reactions and 888 catalyst types from USPTO Reactant: C(OC([N:8]1[CH2:17][CH2:16][C:15]2[C:10](=[CH:11][CH:12]=[CH:13][C:14]=2[CH2:18][CH2:19][C:20](=[O:35])[N:21]([CH2:27][C:28]2[CH:33]=[CH:32][CH:31]=[CH:30][C:29]=2[Cl:34])[CH2:22][CH2:23][N:24]([CH3:26])[CH3:25])[CH2:9]1)=O)(C)(C)C.[ClH:36]. Product: [ClH:34].[ClH:36].[Cl:34][C:29]1[CH:30]=[CH:31][CH:32]=[CH:33][C:28]=1[CH2:27][N:21]([CH2:22][CH2:23][N:24]([CH3:25])[CH3:26])[C:20](=[O:35])[CH2:19][CH2:18][C:14]1[CH:13]=[CH:12][CH:11]=[C:10]2[C:15]=1[CH2:16][CH2:17][NH:8][CH2:9]2. The catalyst class is: 12.